Dataset: Forward reaction prediction with 1.9M reactions from USPTO patents (1976-2016). Task: Predict the product of the given reaction. Given the reactants Cl[C:2]1[CH:9]=[C:8]([C:10]2[C:14]([C:15]([F:18])([F:17])[F:16])=[CH:13][NH:12][N:11]=2)[CH:7]=[CH:6][C:3]=1[C:4]#[N:5].[F:19][C:20]([F:24])([F:23])[CH2:21][SH:22].C(=O)([O-])[O-].[K+].[K+].O, predict the reaction product. The product is: [F:19][C:20]([F:24])([F:23])[CH2:21][S:22][C:2]1[CH:9]=[C:8]([C:10]2[C:14]([C:15]([F:18])([F:17])[F:16])=[CH:13][NH:12][N:11]=2)[CH:7]=[CH:6][C:3]=1[C:4]#[N:5].